Predict the reactants needed to synthesize the given product. From a dataset of Full USPTO retrosynthesis dataset with 1.9M reactions from patents (1976-2016). Given the product [CH3:22][N:23](/[CH:25]=[N:1]/[C:2]1[C:11]([C:12]([O:14][CH3:15])=[O:13])=[CH:10][C:9]2[C:4](=[CH:5][C:6]([O:18][CH3:19])=[C:7]([O:16][CH3:17])[CH:8]=2)[N:3]=1)[CH3:24], predict the reactants needed to synthesize it. The reactants are: [NH2:1][C:2]1[C:11]([C:12]([O:14][CH3:15])=[O:13])=[CH:10][C:9]2[C:4](=[CH:5][C:6]([O:18][CH3:19])=[C:7]([O:16][CH3:17])[CH:8]=2)[N:3]=1.CO[CH:22](OC)[N:23]([CH3:25])[CH3:24].C1(C)C=CC(S(O)(=O)=O)=CC=1.